From a dataset of Full USPTO retrosynthesis dataset with 1.9M reactions from patents (1976-2016). Predict the reactants needed to synthesize the given product. (1) Given the product [CH2:36]([O:35][C:33](=[O:34])[NH:9][C:6]1[CH:5]=[CH:4][C:3]([NH:12][CH2:13][C:14]2[CH:19]=[CH:18][C:17]([F:20])=[CH:16][CH:15]=2)=[C:2]([F:1])[C:7]=1[NH2:8])[CH3:37], predict the reactants needed to synthesize it. The reactants are: [F:1][C:2]1[C:7]([NH2:8])=[C:6]([N+:9]([O-])=O)[CH:5]=[CH:4][C:3]=1[NH:12][CH2:13][C:14]1[CH:19]=[CH:18][C:17]([F:20])=[CH:16][CH:15]=1.[Cl-].[NH4+].CCN(C(C)C)C(C)C.Cl[C:33]([O:35][CH2:36][CH3:37])=[O:34]. (2) Given the product [CH2:1]([O:8][C@H:9]([C@H:33]([O:55][CH2:56][C:57]1[CH:58]=[CH:59][CH:60]=[CH:61][CH:62]=1)[C@H:34]([O:47][CH2:48][C:49]1[CH:54]=[CH:53][CH:52]=[CH:51][CH:50]=1)[CH2:35][O:36][Si:37]([CH:41]([CH3:43])[CH3:42])([CH:38]([CH3:40])[CH3:39])[CH:44]([CH3:46])[CH3:45])[C:10](=[O:32])[CH2:11][O:12][C:13]([C:26]1[CH:27]=[CH:28][CH:29]=[CH:30][CH:31]=1)([C:14]1[CH:19]=[CH:18][CH:17]=[CH:16][CH:15]=1)[C:20]1[CH:25]=[CH:24][CH:23]=[CH:22][CH:21]=1)[C:2]1[CH:3]=[CH:4][CH:5]=[CH:6][CH:7]=1, predict the reactants needed to synthesize it. The reactants are: [CH2:1]([O:8][C@H:9]([C@H:33]([O:55][CH2:56][C:57]1[CH:62]=[CH:61][CH:60]=[CH:59][CH:58]=1)[C@H:34]([O:47][CH2:48][C:49]1[CH:54]=[CH:53][CH:52]=[CH:51][CH:50]=1)[CH2:35][O:36][Si:37]([CH:44]([CH3:46])[CH3:45])([CH:41]([CH3:43])[CH3:42])[CH:38]([CH3:40])[CH3:39])[CH:10]([OH:32])[CH2:11][O:12][C:13]([C:26]1[CH:31]=[CH:30][CH:29]=[CH:28][CH:27]=1)([C:20]1[CH:25]=[CH:24][CH:23]=[CH:22][CH:21]=1)[C:14]1[CH:19]=[CH:18][CH:17]=[CH:16][CH:15]=1)[C:2]1[CH:7]=[CH:6][CH:5]=[CH:4][CH:3]=1.C[N+]1([O-])CCOCC1. (3) Given the product [NH2:16][C:8]1([C:5]2[CH:6]=[CH:7][C:2]([Cl:1])=[CH:3][CH:4]=2)[CH2:13][CH2:12][N:11]([C:22](=[O:23])[C@H:18]([NH:17][C:25](=[O:26])[O:27][C:28]([CH3:31])([CH3:30])[CH3:29])[CH:19]([CH3:21])[CH3:20])[CH2:10][C:9]1([CH3:14])[CH3:15], predict the reactants needed to synthesize it. The reactants are: [Cl:1][C:2]1[CH:7]=[CH:6][C:5]([C:8]2([NH2:16])[CH2:13][CH2:12][NH:11][CH2:10][C:9]2([CH3:15])[CH3:14])=[CH:4][CH:3]=1.[NH:17]([C:25]([O:27][C:28]([CH3:31])([CH3:30])[CH3:29])=[O:26])[C@@H:18]([C:22](O)=[O:23])[CH:19]([CH3:21])[CH3:20].C1C=CC2N(O)N=NC=2C=1.C(N(CC)CC)C.C(Cl)CCl.